Dataset: Retrosynthesis with 50K atom-mapped reactions and 10 reaction types from USPTO. Task: Predict the reactants needed to synthesize the given product. (1) The reactants are: C1COCCN1.COc1cc(C#N)c(N)cc1OCCCCl. Given the product COc1cc(C#N)c(N)cc1OCCCN1CCOCC1, predict the reactants needed to synthesize it. (2) Given the product CCNc1cc(Cl)ncc1[N+](=O)[O-], predict the reactants needed to synthesize it. The reactants are: CCN.O=[N+]([O-])c1cnc(Cl)cc1Cl. (3) Given the product O=C(Nc1ccc(F)c(C(F)(F)F)c1)N1COc2cc(O)ccc21, predict the reactants needed to synthesize it. The reactants are: O=C(Nc1ccc(F)c(C(F)(F)F)c1)N1COc2cc(OCc3ccccc3)ccc21. (4) Given the product CCC(=C(c1ccc(OC(C)=O)cc1)c1ccc(OC(C)=O)cc1)c1ccc(/C=C/C(=O)O)cc1, predict the reactants needed to synthesize it. The reactants are: CCC(=C(c1ccc(OC(C)=O)cc1)c1ccc(OC(C)=O)cc1)c1ccc(/C=C/C(=O)OC(C)(C)C)cc1. (5) Given the product COc1cc(Cl)c(-c2nc(C3(c4ccccc4O)CC3)sc2C)cc1C, predict the reactants needed to synthesize it. The reactants are: COc1cc(Cl)c(-c2nc(C3(c4ccccc4OCc4ccccc4)CC3)sc2C)cc1C.